Dataset: Forward reaction prediction with 1.9M reactions from USPTO patents (1976-2016). Task: Predict the product of the given reaction. (1) The product is: [Br:10][C@H:2]([C@@H:6]([CH3:9])[CH2:7][CH3:8])[C:3]([OH:5])=[O:4]. Given the reactants N[C@H:2]([C@@H:6]([CH3:9])[CH2:7][CH3:8])[C:3]([OH:5])=[O:4].[BrH:10].N([O-])=O.[Na+], predict the reaction product. (2) Given the reactants [CH3:1][O:2][C:3]1[CH:8]=[CH:7][C:6]([CH:9]([C:46]2[CH:51]=[CH:50][C:49]([O:52][CH3:53])=[CH:48][CH:47]=2)[O:10][CH:11]([C:40]2[CH:45]=[CH:44][CH:43]=[CH:42][CH:41]=2)[CH:12]2[O:16][CH:15]([N:17]3[C:25]4[C:20](=[CH:21][C:22]([N+:26]([O-:28])=[O:27])=[CH:23][CH:24]=4)[C:19]([C:29]#[C:30][CH2:31][NH:32]C(=O)C(F)(F)F)=[CH:18]3)[CH2:14][CH:13]2[OH:39])=[CH:5][CH:4]=1, predict the reaction product. The product is: [NH2:32][CH2:31][C:30]#[C:29][C:19]1[C:20]2[C:25](=[CH:24][CH:23]=[C:22]([N+:26]([O-:28])=[O:27])[CH:21]=2)[N:17]([CH:15]2[O:16][CH:12]([CH:11]([C:40]3[CH:41]=[CH:42][CH:43]=[CH:44][CH:45]=3)[O:10][CH:9]([C:6]3[CH:5]=[CH:4][C:3]([O:2][CH3:1])=[CH:8][CH:7]=3)[C:46]3[CH:51]=[CH:50][C:49]([O:52][CH3:53])=[CH:48][CH:47]=3)[CH:13]([OH:39])[CH2:14]2)[CH:18]=1. (3) Given the reactants [OH:1][C:2]1[C:6]([C:7]([O:9][CH2:10][CH3:11])=[O:8])=[CH:5][N:4]([CH3:12])[N:3]=1.[CH2:13](Br)[C:14]1[CH:19]=[CH:18][CH:17]=[CH:16][CH:15]=1.C(=O)([O-])[O-].[K+].[K+].CN(C)C=O, predict the reaction product. The product is: [CH2:13]([O:1][C:2]1[C:6]([C:7]([O:9][CH2:10][CH3:11])=[O:8])=[CH:5][N:4]([CH3:12])[N:3]=1)[C:14]1[CH:19]=[CH:18][CH:17]=[CH:16][CH:15]=1. (4) Given the reactants C([O:8][C:9]1[CH:21]=[C:20]2[C:12]([C:13]3[CH:14]=[CH:15][C:16]([N:22]([CH3:25])[CH:23]=[O:24])=[CH:17][C:18]=3[NH:19]2)=[CH:11][CH:10]=1)C1C=CC=CC=1, predict the reaction product. The product is: [OH:8][C:9]1[CH:21]=[C:20]2[C:12]([C:13]3[CH:14]=[CH:15][C:16]([N:22]([CH3:25])[CH:23]=[O:24])=[CH:17][C:18]=3[NH:19]2)=[CH:11][CH:10]=1. (5) Given the reactants F[P-](F)(F)(F)(F)F.Br[P+](N1CCCC1)(N1CCCC1)N1CCCC1.[CH:25]1([NH:28][CH:29]2[CH2:34][CH2:33][N:32]([C:35]3[C:40]([F:41])=[CH:39][C:38]([C:42]([F:45])([F:44])[F:43])=[CH:37][N:36]=3)[CH2:31][CH2:30]2)[CH2:27][CH2:26]1.[CH3:46][C:47]1[N:48]([C:52]2[CH:60]=[CH:59][C:55]([C:56](O)=[O:57])=[CH:54][CH:53]=2)[CH:49]=[CH:50][N:51]=1.C(#N)C.O.FC(F)(F)C(O)=O, predict the reaction product. The product is: [CH:25]1([N:28]([CH:29]2[CH2:34][CH2:33][N:32]([C:35]3[C:40]([F:41])=[CH:39][C:38]([C:42]([F:44])([F:43])[F:45])=[CH:37][N:36]=3)[CH2:31][CH2:30]2)[C:56](=[O:57])[C:55]2[CH:54]=[CH:53][C:52]([N:48]3[CH:49]=[CH:50][N:51]=[C:47]3[CH3:46])=[CH:60][CH:59]=2)[CH2:26][CH2:27]1.